This data is from Catalyst prediction with 721,799 reactions and 888 catalyst types from USPTO. The task is: Predict which catalyst facilitates the given reaction. (1) The catalyst class is: 6. Reactant: O1CCOCC1.Br.[Cl:8][C:9]1[CH:14]=[CH:13][C:12](/[C:15](/[C:23]2[CH:28]=[CH:27][C:26]([CH:29]3[CH2:31][CH2:30]3)=[C:25]([O:32]C)[N:24]=2)=[CH:16]\[C@@H:17]2[NH:21][C:20](=[O:22])[CH2:19][CH2:18]2)=[CH:11][CH:10]=1. Product: [Cl:8][C:9]1[CH:10]=[CH:11][C:12](/[C:15](/[C:23]2[NH:24][C:25](=[O:32])[C:26]([CH:29]3[CH2:31][CH2:30]3)=[CH:27][CH:28]=2)=[CH:16]\[C@H:17]2[CH2:18][CH2:19][C:20](=[O:22])[NH:21]2)=[CH:13][CH:14]=1. (2) Reactant: [NH2:1][C:2]1[CH:3]=[C:4]([CH:24]=[CH:25][CH:26]=1)[O:5][C:6]1[CH:7]=[CH:8][C:9]2[N:10]([CH:12]=[C:13]([NH:15][C:16]([C:18]3[S:19][CH:20]=[CH:21][C:22]=3[CH3:23])=[O:17])[N:14]=2)[N:11]=1.[CH:27]1([C:30](Cl)=[O:31])[CH2:29][CH2:28]1. Product: [CH:27]1([C:30]([NH:1][C:2]2[CH:3]=[C:4]([CH:24]=[CH:25][CH:26]=2)[O:5][C:6]2[CH:7]=[CH:8][C:9]3[N:10]([CH:12]=[C:13]([NH:15][C:16]([C:18]4[S:19][CH:20]=[CH:21][C:22]=4[CH3:23])=[O:17])[N:14]=3)[N:11]=2)=[O:31])[CH2:29][CH2:28]1. The catalyst class is: 80. (3) Reactant: [S:1](Cl)([C:4]1[CH:10]=[CH:9][C:7]([CH3:8])=[CH:6][CH:5]=1)(=[O:3])=[O:2].[C:12]([O:16][C:17](=[O:22])[NH:18][CH2:19][CH2:20][OH:21])([CH3:15])([CH3:14])[CH3:13].CCN(CC)CC. Product: [C:12]([O:16][C:17]([NH:18][CH2:19][CH2:20][O:21][S:1]([C:4]1[CH:10]=[CH:9][C:7]([CH3:8])=[CH:6][CH:5]=1)(=[O:3])=[O:2])=[O:22])([CH3:15])([CH3:13])[CH3:14]. The catalyst class is: 2. (4) Reactant: Cl[C:2]1[N:7]=[CH:6][C:5]([N:8]([CH3:25])[C:9](=[O:24])[C:10]2[CH:15]=[C:14]([C:16]([F:19])([F:18])[F:17])[CH:13]=[C:12]([S:20]([CH3:23])(=[O:22])=[O:21])[CH:11]=2)=[C:4]([C:26]2[CH:31]=[C:30]([F:32])[CH:29]=[CH:28][C:27]=2[CH3:33])[CH:3]=1.[Cl-].C[Zn+].[CH3:37]N1CCN(C)C1=O.C(O)(=O)CC(CC(O)=O)(C(O)=O)O. Product: [F:32][C:30]1[CH:29]=[CH:28][C:27]([CH3:33])=[C:26]([C:4]2[CH:3]=[C:2]([CH3:37])[N:7]=[CH:6][C:5]=2[N:8]([CH3:25])[C:9](=[O:24])[C:10]2[CH:15]=[C:14]([C:16]([F:19])([F:17])[F:18])[CH:13]=[C:12]([S:20]([CH3:23])(=[O:21])=[O:22])[CH:11]=2)[CH:31]=1. The catalyst class is: 49. (5) Reactant: [CH3:1][CH:2]([CH3:27])[CH2:3][C:4]([C:6]1[C:7]([C:22](OCC)=[O:23])=[N:8][N:9]([CH2:11][C:12]2[C:21]3[C:16](=[CH:17][CH:18]=[CH:19][CH:20]=3)[CH:15]=[CH:14][CH:13]=2)[CH:10]=1)=O.[CH3:28][NH:29][NH2:30]. Product: [CH3:28][N:29]1[C:22](=[O:23])[C:7]2=[N:8][N:9]([CH2:11][C:12]3[C:21]4[C:16](=[CH:17][CH:18]=[CH:19][CH:20]=4)[CH:15]=[CH:14][CH:13]=3)[CH:10]=[C:6]2[C:4]([CH2:3][CH:2]([CH3:27])[CH3:1])=[N:30]1. The catalyst class is: 40.